This data is from Full USPTO retrosynthesis dataset with 1.9M reactions from patents (1976-2016). The task is: Predict the reactants needed to synthesize the given product. (1) Given the product [CH2:1]([O:3][C:4]1[CH:5]=[C:6]([C:13](=[O:39])[CH2:14][CH2:15][C:16]([NH:18][C:19]2[CH:28]=[C:27]([C:29]3[CH:30]=[CH:31][C:32]([OH:35])=[CH:33][CH:34]=3)[C:26]3[C:21](=[CH:22][CH:23]=[CH:24][CH:25]=3)[N:20]=2)=[O:17])[CH:7]=[CH:8][C:9]=1[O:10][CH2:11][CH3:12])[CH3:2], predict the reactants needed to synthesize it. The reactants are: [CH2:1]([O:3][C:4]1[CH:5]=[C:6]([C:13](=[O:39])[CH2:14][CH2:15][C:16]([NH:18][C:19]2[CH:28]=[C:27]([C:29]3[CH:34]=[CH:33][C:32]([O:35]COC)=[CH:31][CH:30]=3)[C:26]3[C:21](=[CH:22][CH:23]=[CH:24][CH:25]=3)[N:20]=2)=[O:17])[CH:7]=[CH:8][C:9]=1[O:10][CH2:11][CH3:12])[CH3:2].Cl. (2) Given the product [CH3:26][C:27]([CH3:30])([CH3:29])[CH2:28][N:20]1[C:21](=[O:24])[CH:22]=[CH:23][C:18]([CH2:17][C:5]2[C:4]3[C:8](=[CH:9][CH:10]=[C:2]([F:1])[CH:3]=3)[N:7]([CH2:11][C:12]([OH:14])=[O:13])[C:6]=2[CH3:16])=[N:19]1, predict the reactants needed to synthesize it. The reactants are: [F:1][C:2]1[CH:3]=[C:4]2[C:8](=[CH:9][CH:10]=1)[N:7]([CH2:11][C:12]([O:14]C)=[O:13])[C:6]([CH3:16])=[C:5]2[CH2:17][C:18]1[CH:23]=[CH:22][C:21](=[O:24])[NH:20][N:19]=1.Br[CH2:26][C:27]([CH3:30])([CH3:29])[CH3:28].[Li+].[OH-]. (3) Given the product [CH2:10]([O:8][C:5]1[CH:4]=[CH:3][C:2]([Br:1])=[CH:7][N:6]=1)[C:11]1[CH:16]=[CH:15][CH:14]=[CH:13][CH:12]=1, predict the reactants needed to synthesize it. The reactants are: [Br:1][C:2]1[CH:3]=[CH:4][C:5](=[O:8])[NH:6][CH:7]=1.Br[CH2:10][C:11]1[CH:16]=[CH:15][CH:14]=[CH:13][CH:12]=1. (4) Given the product [CH2:1]([NH:8][C:9]1[C:14]2=[C:15]([C:18]3[CH:23]=[CH:22][CH:21]=[CH:20][CH:19]=3)[CH:16]=[CH:17][N:13]2[N:12]=[C:11]([C:25]#[N:26])[N:10]=1)[C:2]1[CH:7]=[CH:6][CH:5]=[CH:4][CH:3]=1, predict the reactants needed to synthesize it. The reactants are: [CH2:1]([NH:8][C:9]1[C:14]2=[C:15]([C:18]3[CH:23]=[CH:22][CH:21]=[CH:20][CH:19]=3)[CH:16]=[CH:17][N:13]2[N:12]=[C:11](Cl)[N:10]=1)[C:2]1[CH:7]=[CH:6][CH:5]=[CH:4][CH:3]=1.[C-:25]#[N:26].[Na+]. (5) Given the product [CH3:40][N:41]([CH3:42])[C:3](=[O:5])[C:2]([CH3:6])([C:7]1[CH:8]=[CH:9][C:10]2[NH:16][C:15]3[N:17]=[C:18]([C:21]([F:23])([F:22])[F:24])[CH:19]=[CH:20][C:14]=3[CH2:13][N:12]([S:25]([C:28]3[CH:29]=[CH:30][C:31]([O:34][C:35]([F:36])([F:37])[F:38])=[CH:32][CH:33]=3)(=[O:27])=[O:26])[C:11]=2[CH:39]=1)[CH3:1], predict the reactants needed to synthesize it. The reactants are: [CH3:1][C:2]([C:7]1[CH:8]=[CH:9][C:10]2[NH:16][C:15]3[N:17]=[C:18]([C:21]([F:24])([F:23])[F:22])[CH:19]=[CH:20][C:14]=3[CH2:13][N:12]([S:25]([C:28]3[CH:33]=[CH:32][C:31]([O:34][C:35]([F:38])([F:37])[F:36])=[CH:30][CH:29]=3)(=[O:27])=[O:26])[C:11]=2[CH:39]=1)([CH3:6])[C:3]([OH:5])=O.[CH3:40][NH:41][CH3:42]. (6) Given the product [NH:4]1[C:5]([C:6]2[CH:17]=[CH:16][C:9]([O:10][CH2:11][C:12]([NH:19][NH2:20])=[O:13])=[CH:8][CH:7]=2)=[N:1][N:2]=[N:3]1, predict the reactants needed to synthesize it. The reactants are: [N:1]1[NH:2][N:3]=[N:4][C:5]=1[C:6]1[CH:17]=[CH:16][C:9]([O:10][CH2:11][C:12](OC)=[O:13])=[CH:8][CH:7]=1.O.[NH2:19][NH2:20]. (7) Given the product [CH3:15][C:16]1[CH:17]=[CH:18][C:19]([OH:24])=[C:20]([C:21]2[NH:1][N:2]=[C:3]([C:4]3[CH:5]=[N:6][CH:7]=[CH:8][C:9]=3[C:10]([F:11])([F:12])[F:13])[N:14]=2)[CH:23]=1, predict the reactants needed to synthesize it. The reactants are: [NH2:1][NH:2][C:3](=[NH:14])[C:4]1[C:9]([C:10]([F:13])([F:12])[F:11])=[CH:8][CH:7]=[N:6][CH:5]=1.[CH3:15][C:16]1[CH:17]=[CH:18][C:19]([OH:24])=[C:20]([CH:23]=1)[CH:21]=O.